Dataset: Forward reaction prediction with 1.9M reactions from USPTO patents (1976-2016). Task: Predict the product of the given reaction. (1) Given the reactants [Br:1][C:2]1[CH:7]=[CH:6][C:5]([CH:8]([O:22][C:23]2[CH:28]=[CH:27][CH:26]=[CH:25][N:24]=2)[CH:9]2[CH2:14][CH2:13][N:12]([C:15]3([CH3:21])[CH2:20][CH2:19][NH:18][CH2:17][CH2:16]3)[CH2:11][CH2:10]2)=[CH:4][CH:3]=1.[N:29]1[C:38]2[CH:37]=[CH:36][CH:35]=[C:34]([C:39](O)=[O:40])[C:33]=2[CH:32]=[CH:31][CH:30]=1.CCN(CC)CC.CN(C(ON1N=NC2C=CC=NC1=2)=[N+](C)C)C.F[P-](F)(F)(F)(F)F, predict the reaction product. The product is: [Br:1][C:2]1[CH:3]=[CH:4][C:5]([CH:8]([O:22][C:23]2[CH:28]=[CH:27][CH:26]=[CH:25][N:24]=2)[CH:9]2[CH2:10][CH2:11][N:12]([C:15]3([CH3:21])[CH2:16][CH2:17][N:18]([C:39]([C:34]4[CH:35]=[CH:36][CH:37]=[C:38]5[C:33]=4[CH:32]=[CH:31][CH:30]=[N:29]5)=[O:40])[CH2:19][CH2:20]3)[CH2:13][CH2:14]2)=[CH:6][CH:7]=1. (2) Given the reactants [NH:1]1[C:10]2=[CH:11][CH:12]=[CH:13][C:8]3=[C:9]2[N:3]([CH2:4][CH2:5][C:6](=[N:15]O)[C:7]3=[O:14])[C:2]1=[O:17].[H][H].[BH4-].[Na+], predict the reaction product. The product is: [NH2:15][C@H:6]1[C@H:7]([OH:14])[C:8]2[CH:13]=[CH:12][CH:11]=[C:10]3[NH:1][C:2](=[O:17])[N:3]([C:9]=23)[CH2:4][CH2:5]1. (3) Given the reactants [NH2:1][C:2]1[CH:7]=[CH:6][C:5]([CH2:8][N:9]2[C:19](=[O:20])[C:18]3[N:21]4[C:11](=[CH:12][N:13]=[C:14]4[CH:15]=[CH:16][CH:17]=3)[C:10]2=[O:22])=[CH:4][CH:3]=1.C(N(CC)CC)C.[CH3:30][S:31]([Cl:34])(=[O:33])=[O:32], predict the reaction product. The product is: [ClH:34].[CH3:30][S:31]([NH:1][C:2]1[CH:7]=[CH:6][C:5]([CH2:8][N:9]2[C:19](=[O:20])[C:18]3[N:21]4[C:11](=[CH:12][N:13]=[C:14]4[CH:15]=[CH:16][CH:17]=3)[C:10]2=[O:22])=[CH:4][CH:3]=1)(=[O:33])=[O:32]. (4) Given the reactants [CH3:1][Si:2]([CH2:5][NH:6][CH2:7][CH2:8][C:9]1[CH:14]=[CH:13][CH:12]=[CH:11][C:10]=1[N:15]1[CH2:20][CH2:19][CH2:18][CH2:17][C:16]1=[O:21])([CH3:4])[CH3:3].[CH3:22]O.C=O.[C:26](=[O:29])([O-])[O-].[K+].[K+], predict the reaction product. The product is: [CH3:22][O:29][CH2:26][N:6]([CH2:5][Si:2]([CH3:3])([CH3:4])[CH3:1])[CH2:7][CH2:8][C:9]1[CH:14]=[CH:13][CH:12]=[CH:11][C:10]=1[N:15]1[CH2:20][CH2:19][CH2:18][CH2:17][C:16]1=[O:21]. (5) Given the reactants [F-].[K+].Br[CH:4]([CH3:9])[C:5](OC)=[O:6].[NH2:10][C:11]1[CH:16]=[CH:15][C:14]([N+:17]([O-:19])=[O:18])=[CH:13][C:12]=1[OH:20], predict the reaction product. The product is: [CH3:9][CH:4]1[C:5](=[O:6])[NH:10][C:11]2[CH:16]=[CH:15][C:14]([N+:17]([O-:19])=[O:18])=[CH:13][C:12]=2[O:20]1. (6) Given the reactants [CH3:1][C:2]1[CH:7]=[CH:6][C:5]([OH:8])=[CH:4][C:3]=1[N+:9]([O-:11])=[O:10].Cl.Cl[CH2:14][CH2:15][N:16]([CH3:18])[CH3:17].C([O-])([O-])=O.[K+].[K+], predict the reaction product. The product is: [CH3:17][N:16]([CH3:18])[CH2:15][CH2:14][O:8][C:5]1[CH:6]=[CH:7][C:2]([CH3:1])=[C:3]([N+:9]([O-:11])=[O:10])[CH:4]=1.